Task: Predict which catalyst facilitates the given reaction.. Dataset: Catalyst prediction with 721,799 reactions and 888 catalyst types from USPTO (1) Reactant: C(OC(=O)[NH:7][C@H:8]([CH2:24][C:25]1[CH:30]=[CH:29][CH:28]=[CH:27][C:26]=1[F:31])[C@@H:9]([OH:23])[CH2:10][C:11]1[C:16]([C:17](=[O:22])[NH:18][CH:19]([CH3:21])[CH3:20])=[CH:15][CH:14]=[CH:13][N:12]=1)(C)(C)C. Product: [NH2:7][C@H:8]([CH2:24][C:25]1[CH:30]=[CH:29][CH:28]=[CH:27][C:26]=1[F:31])[C@@H:9]([OH:23])[CH2:10][C:11]1[N:12]=[CH:13][CH:14]=[CH:15][C:16]=1[C:17]([NH:18][CH:19]([CH3:20])[CH3:21])=[O:22]. The catalyst class is: 605. (2) Reactant: [C:1]([O:5][C:6]([N:8]1[CH2:12][CH2:11][C@H:10]([CH2:13][NH:14][CH:15]2[CH2:20][CH2:19][N:18]([CH3:21])[CH2:17][CH2:16]2)[CH2:9]1)=[O:7])([CH3:4])([CH3:3])[CH3:2].[CH2:22]=O. Product: [C:1]([O:5][C:6]([N:8]1[CH2:12][CH2:11][C@H:10]([CH2:13][N:14]([CH3:22])[CH:15]2[CH2:20][CH2:19][N:18]([CH3:21])[CH2:17][CH2:16]2)[CH2:9]1)=[O:7])([CH3:4])([CH3:3])[CH3:2]. The catalyst class is: 1. (3) Reactant: [CH3:1][O:2][C:3]1[CH:18]=[CH:17][C:6]([C:7]([O:9][CH2:10][C:11]2[CH:16]=[CH:15][CH:14]=[CH:13][CH:12]=2)=[O:8])=[CH:5][C:4]=1[N+:19]([O-])=O.[Cl-].[NH4+]. Product: [NH2:19][C:4]1[CH:5]=[C:6]([CH:17]=[CH:18][C:3]=1[O:2][CH3:1])[C:7]([O:9][CH2:10][C:11]1[CH:16]=[CH:15][CH:14]=[CH:13][CH:12]=1)=[O:8]. The catalyst class is: 314. (4) Reactant: [CH3:1][N:2]([CH3:6])[C:3](Cl)=[O:4].[OH:7][C:8]([C:10]([F:13])([F:12])[F:11])=[O:9].[F:14][C:15]1[CH:41]=[C:40]([O:42][CH3:43])[CH:39]=[CH:38][C:16]=1[O:17][CH:18]1[CH2:23][CH2:22][N:21]([C:24]2[N:25]=[C:26]3[CH2:37][CH2:36][NH:35][CH2:34][C:27]3=[N:28][C:29]=2[NH:30][CH:31]([CH3:33])[CH3:32])[CH2:20][CH2:19]1.C(N(CC)CC)C. Product: [F:14][C:15]1[CH:41]=[C:40]([O:42][CH3:43])[CH:39]=[CH:38][C:16]=1[O:17][CH:18]1[CH2:19][CH2:20][N:21]([C:24]2[N:25]=[C:26]3[CH2:37][CH2:36][N:35]([C:3]([N:2]([CH3:6])[CH3:1])=[O:4])[CH2:34][C:27]3=[N:28][C:29]=2[NH:30][CH:31]([CH3:33])[CH3:32])[CH2:22][CH2:23]1.[C:8]([OH:9])([C:10]([F:13])([F:12])[F:11])=[O:7]. The catalyst class is: 2.